This data is from Forward reaction prediction with 1.9M reactions from USPTO patents (1976-2016). The task is: Predict the product of the given reaction. (1) Given the reactants Cl[C:2]1[CH:3]=[CH:4][N:5]2[C:10]([C:11]=1[CH3:12])=[C:9]([CH:13]1[CH2:15][CH2:14]1)[CH:8]=[C:7]([C:16]([O:18][CH3:19])=[O:17])[C:6]2=[O:20].[CH3:21][N:22]([CH3:32])[C:23]1[CH:28]=[CH:27][C:26](B(O)O)=[CH:25][CH:24]=1, predict the reaction product. The product is: [CH3:21][N:22]([CH3:32])[C:23]1[CH:28]=[CH:27][C:26]([C:2]2[CH:3]=[CH:4][N:5]3[C:10]([C:11]=2[CH3:12])=[C:9]([CH:13]2[CH2:15][CH2:14]2)[CH:8]=[C:7]([C:16]([O:18][CH3:19])=[O:17])[C:6]3=[O:20])=[CH:25][CH:24]=1. (2) Given the reactants Cl[C:2]1[N:7]=[C:6]([Cl:8])[CH:5]=[C:4]([Cl:9])[N:3]=1.C(=O)(O)[O-].[Na+].[CH3:15][CH:16]1[CH2:20][CH2:19][CH2:18][NH:17]1, predict the reaction product. The product is: [Cl:9][C:4]1[CH:5]=[C:6]([Cl:8])[N:7]=[C:2]([N:17]2[CH2:18][CH2:19][CH2:20][CH:16]2[CH3:15])[N:3]=1. (3) Given the reactants C([O:3][C:4](=[O:36])[CH:5]=[C:6]([C:8]1[S:12][C:11]2[CH:13]=[CH:14][CH:15]=[C:16]([C:17]3[CH:22]=[C:21]([C:23]([CH3:26])([CH3:25])[CH3:24])[CH:20]=[C:19]([C:27]([CH3:30])([CH3:29])[CH3:28])[C:18]=3[O:31][CH2:32][CH:33]([F:35])[F:34])[C:10]=2[CH:9]=1)[CH3:7])C.C1COCC1.[Li+].[OH-], predict the reaction product. The product is: [F:35][CH:33]([F:34])[CH2:32][O:31][C:18]1[C:19]([C:27]([CH3:29])([CH3:28])[CH3:30])=[CH:20][C:21]([C:23]([CH3:26])([CH3:25])[CH3:24])=[CH:22][C:17]=1[C:16]1[C:10]2[CH:9]=[C:8]([C:6]([CH3:7])=[CH:5][C:4]([OH:36])=[O:3])[S:12][C:11]=2[CH:13]=[CH:14][CH:15]=1. (4) Given the reactants [NH2:1][C:2]1[C:11]2[C:6](=[C:7](Br)[CH:8]=[CH:9][CH:10]=2)[N:5]=[N:4][C:3]=1[C:13]([NH:15][CH2:16][CH2:17][CH2:18][CH3:19])=[O:14].[CH3:20][O:21][C:22]1[CH:27]=[CH:26][C:25]([O:28][CH3:29])=[CH:24][C:23]=1B(O)O, predict the reaction product. The product is: [NH2:1][C:2]1[C:11]2[C:6](=[C:7]([C:26]3[CH:27]=[C:22]([O:21][CH3:20])[CH:23]=[CH:24][C:25]=3[O:28][CH3:29])[CH:8]=[CH:9][CH:10]=2)[N:5]=[N:4][C:3]=1[C:13]([NH:15][CH2:16][CH2:17][CH2:18][CH3:19])=[O:14]. (5) Given the reactants [OH:1][S:2]([OH:5])(=[O:4])=[O:3].[O:6]([C:13]1[N:14]=[C:15]2[C:21]([CH:22]=[O:23])=[CH:20][N:19]([CH2:24][O:25][CH2:26][CH2:27][Si:28]([CH3:31])([CH3:30])[CH3:29])[C:16]2=[N:17][CH:18]=1)[C:7]1[CH:12]=[CH:11][CH:10]=[CH:9][CH:8]=1.CC(C)=[O:34].OS(O)(=O)=O.[O:41]=[Cr:42](=[O:44])=[O:43], predict the reaction product. The product is: [CH3:8][C:7]([CH3:12])=[O:6].[OH:4][S:2]([OH:5])(=[O:3])=[O:1].[O:41]=[Cr:42](=[O:44])=[O:43].[O:6]([C:13]1[N:14]=[C:15]2[C:21]([C:22]([OH:34])=[O:23])=[CH:20][N:19]([CH2:24][O:25][CH2:26][CH2:27][Si:28]([CH3:31])([CH3:30])[CH3:29])[C:16]2=[N:17][CH:18]=1)[C:7]1[CH:12]=[CH:11][CH:10]=[CH:9][CH:8]=1.